This data is from Forward reaction prediction with 1.9M reactions from USPTO patents (1976-2016). The task is: Predict the product of the given reaction. Given the reactants C(OC([N:8]1[CH2:13][CH2:12][CH:11]([O:14][C:15]2[CH:16]=[C:17]([C:21]3[CH:30]=[CH:29][C:28]4[C:23](=[C:24]([C:31]([OH:33])=O)[CH:25]=[CH:26][CH:27]=4)[N:22]=3)[CH:18]=[CH:19][CH:20]=2)[CH2:10][CH2:9]1)=O)(C)(C)C.[CH:34]1([NH2:39])[CH2:38][CH2:37][CH2:36][CH2:35]1, predict the reaction product. The product is: [CH:34]1([NH:39][C:31]([C:24]2[CH:25]=[CH:26][CH:27]=[C:28]3[C:23]=2[N:22]=[C:21]([C:17]2[CH:18]=[CH:19][CH:20]=[C:15]([O:14][CH:11]4[CH2:12][CH2:13][NH:8][CH2:9][CH2:10]4)[CH:16]=2)[CH:30]=[CH:29]3)=[O:33])[CH2:38][CH2:37][CH2:36][CH2:35]1.